Dataset: Protein-peptide binding for MDM2, ACE2, and 12ca5 with 34 validated binders. Task: Binary Classification. Given protein and peptide amino acid sequences, predict whether they interact or not. (1) The protein target is MDM2 with sequence MCNTNMSVPTDGAVTTSQIPASEQETLVRPKPLLLKLLKSVGAQKDTYTMKEVLFYLGQYIMTKRLYDEKQQHIVYCSNDLLGDLFGVPSFSVKEHRKIYTMIYRNLVVVNQQESSDSGTSVSENRCHLEGGSDQKDLVQELQEEKPSSSHLVSRPSTSSRRRAISETEENSDELSGERQRKRHKSDSISLSFDESLALCVIREICCERSSSSESTGTPSNPDLDAGVSEHSGDWLDQDSVSDQFSVEFEVESLDSEDYSLSEEGQELSDEDDEVYQVTVYQAGESDTDSFEEDPEISLADYWKCTSCNEMNPPLPSHCNRCWALRENWLPEDKGKDKGEISEKAKLENSTQAEEGFDVPDCKKTIVNDSRESCVEENDDKITQASQSQESEDYSQPSTSSSIIYSSQEDVKEFEREETQDKEESVESSLPLNAIEPCVICQGRPKNGCIVHGKTGHLMACFTCAKKLKKRNKPCPVCRQPIQMIVLTYFP. The peptide is AAFAAYWNAAAAK. (2) The protein target is MDM2 with sequence MCNTNMSVPTDGAVTTSQIPASEQETLVRPKPLLLKLLKSVGAQKDTYTMKEVLFYLGQYIMTKRLYDEKQQHIVYCSNDLLGDLFGVPSFSVKEHRKIYTMIYRNLVVVNQQESSDSGTSVSENRCHLEGGSDQKDLVQELQEEKPSSSHLVSRPSTSSRRRAISETEENSDELSGERQRKRHKSDSISLSFDESLALCVIREICCERSSSSESTGTPSNPDLDAGVSEHSGDWLDQDSVSDQFSVEFEVESLDSEDYSLSEEGQELSDEDDEVYQVTVYQAGESDTDSFEEDPEISLADYWKCTSCNEMNPPLPSHCNRCWALRENWLPEDKGKDKGEISEKAKLENSTQAEEGFDVPDCKKTIVNDSRESCVEENDDKITQASQSQESEDYSQPSTSSSIIYSSQEDVKEFEREETQDKEESVESSLPLNAIEPCVICQGRPKNGCIVHGKTGHLMACFTCAKKLKKRNKPCPVCRQPIQMIVLTYFP. The peptide is LTFPHFWAELTSK.